Dataset: Reaction yield outcomes from USPTO patents with 853,638 reactions. Task: Predict the reaction yield, written as a fraction of the theoretical maximum amount of product (1.0 means a 100% yield; for example, 0.34 means a 34% yield). (1) The reactants are [OH-].[NH4+:2].[CH2:3]([O:5][C:6](=[O:40])[CH2:7][CH2:8][C:9]1[N:10]([C:30]2[CH:35]=[CH:34][C:33]([C:36](=[O:38])[NH2:37])=[CH:32][C:31]=2[CH3:39])[C:11]([C:14]2[CH:19]=[CH:18][C:17]([NH:20][C:21]([O:23]C3C=CC=CC=3)=O)=[CH:16][CH:15]=2)=[CH:12][CH:13]=1)[CH3:4].CS(C)=O. The catalyst is O. The product is [CH2:3]([O:5][C:6](=[O:40])[CH2:7][CH2:8][C:9]1[N:10]([C:30]2[CH:35]=[CH:34][C:33]([C:36](=[O:38])[NH2:37])=[CH:32][C:31]=2[CH3:39])[C:11]([C:14]2[CH:19]=[CH:18][C:17]([NH:20][C:21]([NH2:2])=[O:23])=[CH:16][CH:15]=2)=[CH:12][CH:13]=1)[CH3:4]. The yield is 0.350. (2) The reactants are [CH2:1]([O:8][C:9]1[CH:16]=[CH:15][C:12]([CH:13]=O)=[C:11]([OH:17])[CH:10]=1)[C:2]1[CH:7]=[CH:6][CH:5]=[CH:4][CH:3]=1.[OH-].[K+].O.NN.Cl. The catalyst is C(O)CO. The product is [CH2:1]([O:8][C:9]1[CH:16]=[CH:15][C:12]([CH3:13])=[C:11]([OH:17])[CH:10]=1)[C:2]1[CH:3]=[CH:4][CH:5]=[CH:6][CH:7]=1. The yield is 0.950. (3) The reactants are [N:1]1([S:6]([C:9]2[CH:10]=[C:11]3[C:15](=[CH:16][CH:17]=2)[NH:14][C:13](=[O:18])[C:12]3=[O:19])(=[O:8])=[O:7])[CH2:5][CH2:4][CH2:3][CH2:2]1.[CH2:20](O)[CH2:21][CH2:22][OH:23].C1(C)C=CC(S(O)(=O)=O)=CC=1. The catalyst is C1C=CC=CC=1. The product is [N:1]1([S:6]([C:9]2[CH:10]=[C:11]3[C:15](=[CH:16][CH:17]=2)[NH:14][C:13](=[O:18])[C:12]23[O:23][CH2:22][CH2:21][CH2:20][O:19]2)(=[O:8])=[O:7])[CH2:5][CH2:4][CH2:3][CH2:2]1. The yield is 0.680. (4) The reactants are [S:1]([C:19]1[CH:24]=[C:23]([C:25]2[C:26]([C:30]([F:33])([F:32])[F:31])=[N:27][NH:28][CH:29]=2)[CH:22]=[CH:21][C:20]=1[C:34]#[N:35])[C:2]1C=C(C2C(C(F)(F)F)=NNC=2)C=CC=1C#N.C(S([O-])=O)O.[Na+].C(=O)([O-])[O-].[K+].[K+].[F:48][C:49]([F:53])([F:52])CI. The catalyst is CN(C)C=O.O. The product is [F:48][C:49]([F:53])([F:52])[CH2:2][S:1][C:19]1[CH:24]=[C:23]([C:25]2[C:26]([C:30]([F:32])([F:33])[F:31])=[N:27][NH:28][CH:29]=2)[CH:22]=[CH:21][C:20]=1[C:34]#[N:35]. The yield is 0.714. (5) The product is [C:1]([C:3]1[C:7]([CH2:8][C:9]2[CH:14]=[CH:13][CH:12]=[CH:11][C:10]=2[S:15]([N:18]2[CH2:19][CH2:20][CH2:21][CH2:22]2)(=[O:17])=[O:16])=[C:6]([CH3:23])[N:5]([CH2:24][C:25]([OH:27])=[O:26])[C:4]=1[CH:30]1[CH2:31][CH2:32]1)#[N:2]. No catalyst specified. The reactants are [C:1]([C:3]1[C:7]([CH2:8][C:9]2[CH:14]=[CH:13][CH:12]=[CH:11][C:10]=2[S:15]([N:18]2[CH2:22][CH2:21][CH2:20][CH2:19]2)(=[O:17])=[O:16])=[C:6]([CH3:23])[N:5]([CH2:24][C:25]([O:27]CC)=[O:26])[C:4]=1[CH:30]1[CH2:32][CH2:31]1)#[N:2].O.[OH-].[Li+]. The yield is 0.950. (6) The reactants are [CH3:1][C:2]([C:11]1[S:12][CH:13]=[CH:14][N:15]=1)([CH3:10])[C:3]([O:5][C:6]([CH3:9])([CH3:8])[CH3:7])=[O:4].[Br:16]Br. The catalyst is C(Cl)(Cl)Cl.[O-]S([O-])(=S)=O.[Na+].[Na+].C([O-])(O)=O.[Na+]. The product is [Br:16][C:13]1[S:12][C:11]([C:2]([CH3:1])([CH3:10])[C:3]([O:5][C:6]([CH3:7])([CH3:8])[CH3:9])=[O:4])=[N:15][CH:14]=1. The yield is 0.820.